Dataset: Reaction yield outcomes from USPTO patents with 853,638 reactions. Task: Predict the reaction yield, written as a fraction of the theoretical maximum amount of product (1.0 means a 100% yield; for example, 0.34 means a 34% yield). (1) The reactants are [C:1]([O:5][CH2:6][CH3:7])(=[O:4])[CH:2]=[CH2:3].[CH2:8]([O:10][C:11]([CH2:13][S+](C)C)=[O:12])[CH3:9]. The catalyst is C(Cl)(Cl)Cl. The product is [CH2:8]([O:10][C:11]([C@@H:13]1[CH2:3][C@H:2]1[C:1]([O:5][CH2:6][CH3:7])=[O:4])=[O:12])[CH3:9]. The yield is 0.806. (2) The reactants are Cl[C:2]1[N:7]=[CH:6][N:5]=[C:4]([NH:8][C:9]2[CH:14]=[CH:13][C:12]([NH:15][C:16]3[CH:21]=[CH:20][CH:19]=[CH:18][CH:17]=3)=[CH:11][CH:10]=2)[CH:3]=1.[CH2:22]([CH2:24][NH2:25])[OH:23].CCN(C(C)C)C(C)C. The catalyst is Cl.CCCCO. The product is [C:16]1([NH:15][C:12]2[CH:13]=[CH:14][C:9]([NH:8][C:4]3[N:5]=[CH:6][N:7]=[C:2]([NH:25][CH2:24][CH2:22][OH:23])[CH:3]=3)=[CH:10][CH:11]=2)[CH:21]=[CH:20][CH:19]=[CH:18][CH:17]=1. The yield is 0.320.